Predict which catalyst facilitates the given reaction. From a dataset of Catalyst prediction with 721,799 reactions and 888 catalyst types from USPTO. (1) Product: [F:1][C:2]1[C:7]([S:8]([O-:16])(=[O:10])=[O:9])=[C:6]([F:12])[C:5]([F:13])=[C:4]([F:14])[C:3]=1[F:15].[CH3:17][N+:18]([CH3:21])([CH3:20])[CH3:19]. Reactant: [F:1][C:2]1[C:7]([S:8](Cl)(=[O:10])=[O:9])=[C:6]([F:12])[C:5]([F:13])=[C:4]([F:14])[C:3]=1[F:15].[OH-:16].[CH3:17][N+:18]([CH3:21])([CH3:20])[CH3:19]. The catalyst class is: 5. (2) Reactant: [Br:1][C:2]1[N:3]=[C:4]([O:9][CH2:10][CH:11]2[CH2:15][CH2:14][CH2:13][CH2:12]2)[C:5]([NH2:8])=[N:6][CH:7]=1.[H-].[Na+].Br[CH2:19][CH:20](Cl)[CH2:21][CH3:22].C(OCC)(=O)C. Product: [Br:1][C:2]1[N:3]=[C:4]([O:9][CH2:10][CH:11]2[CH2:12][CH2:13][CH2:14][CH2:15]2)[C:5]([N:8]2[CH2:22][CH2:21][CH2:20][CH2:19]2)=[N:6][CH:7]=1. The catalyst class is: 9. (3) Reactant: [CH:1]1([C:7]2[C:8]3[CH:9]=[CH:10][C:11]([C:35]([O:37][CH3:38])=[O:36])=[CH:12][C:13]=3[N:14]3[CH2:21][C:20](=O)[N:19]([CH2:23][CH2:24][N:25]4[CH2:30][CH2:29][O:28][CH2:27][CH2:26]4)[CH2:18][C:17]4[CH:31]=[CH:32][CH:33]=[CH:34][C:16]=4[C:15]=23)[CH2:6][CH2:5][CH2:4][CH2:3][CH2:2]1.CO. Product: [CH:1]1([C:7]2[C:8]3[CH:9]=[CH:10][C:11]([C:35]([O:37][CH3:38])=[O:36])=[CH:12][C:13]=3[N:14]3[CH2:21][CH2:20][N:19]([CH2:23][CH2:24][N:25]4[CH2:26][CH2:27][O:28][CH2:29][CH2:30]4)[CH2:18][C:17]4[CH:31]=[CH:32][CH:33]=[CH:34][C:16]=4[C:15]=23)[CH2:6][CH2:5][CH2:4][CH2:3][CH2:2]1. The catalyst class is: 1. (4) Reactant: [CH3:1][C:2]1[CH:3]=[CH:4][CH:5]=[C:6]2[C:11]=1[N:10]=[C:9]([C:12]1[CH:17]=[CH:16][CH:15]=[CH:14][CH:13]=1)[C:8]([CH:18]=O)=[CH:7]2.Cl.CN.C[CH2:24][N:25](C(C)C)C(C)C.C(O[BH-](OC(=O)C)OC(=O)C)(=O)C.[NH2:45][C:46]1[N:51]=[C:50](Cl)[CH:49]=[C:48]([CH3:53])[N:47]=1. The catalyst class is: 168. Product: [CH3:24][N:25]([CH2:18][C:8]1[C:9]([C:12]2[CH:17]=[CH:16][CH:15]=[CH:14][CH:13]=2)=[N:10][C:11]2[C:6]([CH:7]=1)=[CH:5][CH:4]=[CH:3][C:2]=2[CH3:1])[C:50]1[CH:49]=[C:48]([CH3:53])[N:47]=[C:46]([NH2:45])[N:51]=1. (5) Reactant: [C:1]([C:3]1[C:4]([C:22]2[N:26]3[CH:27]=[CH:28][CH:29]=[C:30]([CH:31]([F:33])[F:32])[C:25]3=[N:24][CH:23]=2)=[N:5][C:6]([NH:9][CH:10]([C:12]2[CH:13]=[C:14]([CH:19]=[CH:20][CH:21]=2)[C:15]([O:17]C)=[O:16])[CH3:11])=[N:7][CH:8]=1)#[N:2].CO.[OH-].[Na+].Cl. Product: [C:1]([C:3]1[C:4]([C:22]2[N:26]3[CH:27]=[CH:28][CH:29]=[C:30]([CH:31]([F:32])[F:33])[C:25]3=[N:24][CH:23]=2)=[N:5][C:6]([NH:9][CH:10]([C:12]2[CH:13]=[C:14]([CH:19]=[CH:20][CH:21]=2)[C:15]([OH:17])=[O:16])[CH3:11])=[N:7][CH:8]=1)#[N:2]. The catalyst class is: 7.